Dataset: Reaction yield outcomes from USPTO patents with 853,638 reactions. Task: Predict the reaction yield, written as a fraction of the theoretical maximum amount of product (1.0 means a 100% yield; for example, 0.34 means a 34% yield). (1) The reactants are C[N:2](C)[CH:3]=[N:4][C:5]([C:7]1[N:16]=[C:15]2[N:9]([CH2:10][CH2:11][O:12][C:13]3[CH:20]=[C:19]([Cl:21])[N:18]=[CH:17][C:14]=32)[CH:8]=1)=O.Cl.[F:24][C:25]1[CH:30]=[C:29]([F:31])[CH:28]=[CH:27][C:26]=1[NH:32]N. The catalyst is C(O)(=O)C. The product is [Cl:21][C:19]1[N:18]=[CH:17][C:14]2[C:15]3[N:9]([CH2:10][CH2:11][O:12][C:13]=2[CH:20]=1)[CH:8]=[C:7]([C:5]1[N:32]([C:26]2[CH:27]=[CH:28][C:29]([F:31])=[CH:30][C:25]=2[F:24])[N:2]=[CH:3][N:4]=1)[N:16]=3. The yield is 0.780. (2) The reactants are [CH:1]1([S:6][CH:7]([C:11]2[CH:16]=[CH:15][CH:14]=[C:13]([Cl:17])[CH:12]=2)[C:8]([OH:10])=O)[CH2:5][CH2:4][CH2:3][CH2:2]1.[NH2:18][C:19]1[CH:24]=[CH:23][CH:22]=[CH:21][N:20]=1. The catalyst is C1COCC1. The product is [CH:1]1([S:6][CH:7]([C:11]2[CH:16]=[CH:15][CH:14]=[C:13]([Cl:17])[CH:12]=2)[C:8]([NH:18][C:19]2[CH:24]=[CH:23][CH:22]=[CH:21][N:20]=2)=[O:10])[CH2:2][CH2:3][CH2:4][CH2:5]1. The yield is 0.680. (3) The reactants are [CH2:1]([O:8][C:9](=[O:31])[C:10]([O:14][C:15]1[CH:20]=[CH:19][CH:18]=[C:17]([CH2:21][CH2:22][NH:23][CH2:24][CH2:25][CH2:26][CH2:27][CH2:28][CH2:29][CH3:30])[CH:16]=1)([CH3:13])[CH2:11][CH3:12])[C:2]1[CH:7]=[CH:6][CH:5]=[CH:4][CH:3]=1.Cl.CN(C)CCCN=C=NCC.[F:44][C:45]1[CH:53]=[C:52]([F:54])[CH:51]=[CH:50][C:46]=1[C:47](O)=[O:48]. The catalyst is C(Cl)Cl.CCOCC. The product is [CH2:1]([O:8][C:9](=[O:31])[C:10]([O:14][C:15]1[CH:20]=[CH:19][CH:18]=[C:17]([CH2:21][CH2:22][N:23]([C:47](=[O:48])[C:46]2[CH:50]=[CH:51][C:52]([F:54])=[CH:53][C:45]=2[F:44])[CH2:24][CH2:25][CH2:26][CH2:27][CH2:28][CH2:29][CH3:30])[CH:16]=1)([CH3:13])[CH2:11][CH3:12])[C:2]1[CH:7]=[CH:6][CH:5]=[CH:4][CH:3]=1. The yield is 0.600. (4) The reactants are [CH2:1]([OH:4])[CH2:2][CH3:3].C(N(CC)CC)C.[C:12]1([CH3:22])[CH:17]=[CH:16][C:15]([S:18](Cl)(=[O:20])=[O:19])=[CH:14][CH:13]=1.Cl. The catalyst is C(Cl)Cl. The product is [S:18]([C:15]1[CH:16]=[CH:17][C:12]([CH3:22])=[CH:13][CH:14]=1)([O:4][CH2:1][CH2:2][CH3:3])(=[O:20])=[O:19]. The yield is 0.950. (5) The reactants are [Cl:1][C:2]1[C:6]([NH:7]C(=O)OC(C)(C)C)=[CH:5][N:4]([C:15]2[CH:16]=[N:17][CH:18]=[CH:19][CH:20]=2)[N:3]=1.FC(F)(F)C(O)=O.C1(C)C=CC=CC=1. The catalyst is ClCCl. The product is [Cl:1][C:2]1[C:6]([NH2:7])=[CH:5][N:4]([C:15]2[CH:16]=[N:17][CH:18]=[CH:19][CH:20]=2)[N:3]=1. The yield is 0.722. (6) The reactants are C(O[CH:6](N(C)C)[N:7]([CH3:9])[CH3:8])(C)(C)C.[Cl:13][C:14]1[CH:19]=[CH:18][C:17]([N:20]2[C:29](=[O:30])[C:28]3[C:23](=[CH:24][CH:25]=[CH:26][CH:27]=3)[N:22]=[C:21]2[C:31]2[CH:36]=[CH:35][C:34]([N+:37]([O-:39])=[O:38])=[C:33]([CH3:40])[CH:32]=2)=[CH:16][CH:15]=1. The catalyst is CN(C=O)C. The product is [Cl:13][C:14]1[CH:19]=[CH:18][C:17]([N:20]2[C:29](=[O:30])[C:28]3[C:23](=[CH:24][CH:25]=[CH:26][CH:27]=3)[N:22]=[C:21]2[C:31]2[CH:36]=[CH:35][C:34]([N+:37]([O-:39])=[O:38])=[C:33](/[CH:40]=[CH:6]/[N:7]([CH3:9])[CH3:8])[CH:32]=2)=[CH:16][CH:15]=1. The yield is 1.00. (7) The reactants are [C:1]([O:5][C:6](=[O:20])[C:7]([CH3:19])([O:9][C:10]1[CH:18]=[CH:17][C:13]([C:14]([OH:16])=[O:15])=[CH:12][CH:11]=1)[CH3:8])([CH3:4])([CH3:3])[CH3:2].[F:21][C:22]([F:39])([F:38])[S:23][C:24]1[CH:37]=[CH:36][C:27]([CH2:28][N:29]2[CH:33]=[C:32]([CH2:34]O)[N:31]=[N:30]2)=[CH:26][CH:25]=1.C1(N=C=NC2CCCCC2)CCCCC1. The catalyst is CN(C)C1C=CN=CC=1.ClCCl. The product is [C:1]([O:5][C:6](=[O:20])[C:7]([CH3:8])([O:9][C:10]1[CH:11]=[CH:12][C:13]([C:14]([O:16][CH2:34][C:32]2[N:31]=[N:30][N:29]([CH2:28][C:27]3[CH:26]=[CH:25][C:24]([S:23][C:22]([F:39])([F:21])[F:38])=[CH:37][CH:36]=3)[CH:33]=2)=[O:15])=[CH:17][CH:18]=1)[CH3:19])([CH3:2])([CH3:3])[CH3:4]. The yield is 0.880. (8) The reactants are [N+:1]([C:4]1[CH:12]=[CH:11][CH:10]=[C:6]([C:7]([OH:9])=[O:8])[C:5]=1[C:13]([OH:15])=[O:14])([O-])=O.[H][H]. The catalyst is [Pd].C(O)C. The product is [NH2:1][C:4]1[CH:12]=[CH:11][CH:10]=[C:6]([C:7]([OH:9])=[O:8])[C:5]=1[C:13]([OH:15])=[O:14]. The yield is 0.840. (9) The yield is 0.940. The reactants are [Si:1]([O:8][C:9]1[CH:10]=[C:11]([CH:14]=[CH:15][C:16]=1[O:17][CH3:18])[CH:12]=O)([C:4]([CH3:7])([CH3:6])[CH3:5])([CH3:3])[CH3:2].Cl.[NH2:20][C:21]([CH3:28])([CH3:27])[C:22]([O:24][CH2:25][CH3:26])=[O:23]. No catalyst specified. The product is [Si:1]([O:8][C:9]1[CH:10]=[C:11]([CH:14]=[CH:15][C:16]=1[O:17][CH3:18])[CH2:12][NH:20][C:21]([CH3:28])([CH3:27])[C:22]([O:24][CH2:25][CH3:26])=[O:23])([C:4]([CH3:7])([CH3:6])[CH3:5])([CH3:3])[CH3:2].